Dataset: Full USPTO retrosynthesis dataset with 1.9M reactions from patents (1976-2016). Task: Predict the reactants needed to synthesize the given product. (1) Given the product [CH:5]1([NH:4][C:10](=[O:15])[C:11]([CH3:14])([CH3:13])[CH3:12])[CH2:7][CH2:6]1, predict the reactants needed to synthesize it. The reactants are: C([N:4](CC)[CH:5]([CH3:7])[CH3:6])(C)C.[C:10](Cl)(=[O:15])[C:11]([CH3:14])([CH3:13])[CH3:12].C1(N)CC1. (2) Given the product [CH:22]([O:21][C:6]1[CH:5]=[C:4]([CH:9]=[C:8]([O:10][C:11]2[CH:16]=[CH:15][C:14]([S:17]([CH3:20])(=[O:19])=[O:18])=[CH:13][CH:12]=2)[CH:7]=1)[C:3]([OH:25])=[O:2])([CH3:24])[CH3:23], predict the reactants needed to synthesize it. The reactants are: C[O:2][C:3](=[O:25])[C:4]1[CH:9]=[C:8]([O:10][C:11]2[CH:16]=[CH:15][C:14]([S:17]([CH3:20])(=[O:19])=[O:18])=[CH:13][CH:12]=2)[CH:7]=[C:6]([O:21][CH:22]([CH3:24])[CH3:23])[CH:5]=1.CCO.O.[OH-].[Na+].